From a dataset of Catalyst prediction with 721,799 reactions and 888 catalyst types from USPTO. Predict which catalyst facilitates the given reaction. (1) Reactant: Cl.Cl.[NH2:3][C@@H:4]1[C:18](=[O:19])[N:17]2[CH2:20][C@H:21]([O:23][C:24]3[C:33]4[C:28](=[C:29]([CH3:36])[C:30]([O:34][CH3:35])=[CH:31][CH:32]=4)[N:27]=[C:26]([C:37]4[S:38][CH:39]=[C:40]([CH:42]([CH3:44])[CH3:43])[N:41]=4)[CH:25]=3)[CH2:22][C@H:16]2[C:15](=[O:45])[NH:14][C@:13]2([C:47]([NH:49][S:50]([CH:53]3[CH2:55][CH2:54]3)(=[O:52])=[O:51])=[O:48])[CH2:46][C@H:12]2[CH:11]=[CH:10][CH2:9][CH2:8][CH2:7][CH2:6][CH2:5]1.C(N(CC)C(C)C)(C)C.ClC(Cl)(O[C:69](=[O:75])OC(Cl)(Cl)Cl)Cl.[CH2:77]1[CH:81]2[CH2:82][CH2:83][CH2:84][CH:80]2[CH2:79][NH:78]1. Product: [CH:53]1([S:50]([NH:49][C:47]([C@@:13]23[CH2:46][C@H:12]2[CH:11]=[CH:10][CH2:9][CH2:8][CH2:7][CH2:6][CH2:5][C@H:4]([NH:3][C:69]([N:78]2[CH2:79][CH:80]4[CH2:84][CH2:83][CH2:82][CH:81]4[CH2:77]2)=[O:75])[C:18](=[O:19])[N:17]2[CH2:20][C@H:21]([O:23][C:24]4[C:33]5[C:28](=[C:29]([CH3:36])[C:30]([O:34][CH3:35])=[CH:31][CH:32]=5)[N:27]=[C:26]([C:37]5[S:38][CH:39]=[C:40]([CH:42]([CH3:43])[CH3:44])[N:41]=5)[CH:25]=4)[CH2:22][C@H:16]2[C:15](=[O:45])[NH:14]3)=[O:48])(=[O:51])=[O:52])[CH2:54][CH2:55]1. The catalyst class is: 68. (2) Reactant: [O:1]1[CH2:6][CH2:5][N:4]([C:7]2[C:12]3=[CH:13][C:14]([C:16]([O:18]C)=[O:17])=[CH:15][N:11]3[N:10]=[C:9]([C:20]3[CH:21]=[N:22][C:23]([NH:30]C(=O)C(C)(C)C)=[CH:24][C:25]=3[C:26]([F:29])([F:28])[F:27])[N:8]=2)[CH2:3][CH2:2]1.[OH-].[K+].C(O)(=O)C. Product: [NH2:30][C:23]1[N:22]=[CH:21][C:20]([C:9]2[N:8]=[C:7]([N:4]3[CH2:3][CH2:2][O:1][CH2:6][CH2:5]3)[C:12]3=[CH:13][C:14]([C:16]([OH:18])=[O:17])=[CH:15][N:11]3[N:10]=2)=[C:25]([C:26]([F:29])([F:28])[F:27])[CH:24]=1. The catalyst class is: 8.